Dataset: Full USPTO retrosynthesis dataset with 1.9M reactions from patents (1976-2016). Task: Predict the reactants needed to synthesize the given product. Given the product [N:1]1([CH2:7][CH:9]=[CH:10][C:11]2[CH:16]=[CH:15][C:14]([C:17]3[CH:18]=[CH:19][C:20]([O:23][CH2:24][CH2:25][CH2:26][N:27]4[CH2:28][CH2:29][CH2:30][CH2:31][CH2:32]4)=[CH:21][CH:22]=3)=[CH:13][CH:12]=2)[CH2:2][CH2:3][CH2:4][CH2:5][CH2:6]1, predict the reactants needed to synthesize it. The reactants are: [N:1]1([C:7]([CH:9]=[CH:10][C:11]2[CH:16]=[CH:15][C:14]([C:17]3[CH:22]=[CH:21][C:20]([O:23][CH2:24][CH2:25][CH2:26][N:27]4[CH2:32][CH2:31][CH2:30][CH2:29][CH2:28]4)=[CH:19][CH:18]=3)=[CH:13][CH:12]=2)=O)[CH2:6][CH2:5][CH2:4][CH2:3][CH2:2]1.[H-].[Al+3].[Li+].[H-].[H-].[H-].